This data is from Reaction yield outcomes from USPTO patents with 853,638 reactions. The task is: Predict the reaction yield, written as a fraction of the theoretical maximum amount of product (1.0 means a 100% yield; for example, 0.34 means a 34% yield). (1) The reactants are [CH2:1]1[CH2:6][C@H:5]([C:7]([OH:9])=[O:8])[CH2:4][CH2:3][C@H:2]1[CH2:10][NH2:11].[C:12]([O:20][CH:21]([O:25][C:26](ON1C(=O)CCC1=O)=[O:27])[CH2:22][CH2:23][CH3:24])(=[O:19])[C:13]1[CH:18]=[CH:17][CH:16]=[CH:15][CH:14]=1. The catalyst is CC(OC)(C)C.CC(C)=O.O. The product is [C:12]([O:20][CH:21]([O:25][C:26]([NH:11][CH2:10][C@H:2]1[CH2:3][CH2:4][C@H:5]([C:7]([OH:9])=[O:8])[CH2:6][CH2:1]1)=[O:27])[CH2:22][CH2:23][CH3:24])(=[O:19])[C:13]1[CH:18]=[CH:17][CH:16]=[CH:15][CH:14]=1. The yield is 0.190. (2) The reactants are [C:1]([O:5][C:6]([NH:8][C:9]1[CH:14]=[CH:13][C:12]([C:15]2[CH:20]=[CH:19][C:18](/[CH:21]=[CH:22]/[C:23]3[N:24]([CH2:36][C:37]4[CH:38]=[C:39]([CH:43]=[CH:44][CH:45]=4)[C:40]([OH:42])=[O:41])[CH:25]=[C:26]([C:28]4[CH:33]=[CH:32][C:31]([Cl:34])=[CH:30][C:29]=4[Cl:35])[N:27]=3)=[CH:17][CH:16]=2)=[CH:11][C:10]=1[O:46][CH3:47])=[O:7])([CH3:4])([CH3:3])C.Cl[C:49](OC(C)C)=O. No catalyst specified. The product is [CH3:49][O:42][C:40](=[O:41])[C:39]1[CH:43]=[CH:44][CH:45]=[C:37]([CH2:36][N:24]2[CH:25]=[C:26]([C:28]3[CH:33]=[CH:32][C:31]([Cl:34])=[CH:30][C:29]=3[Cl:35])[N:27]=[C:23]2/[CH:22]=[CH:21]/[C:18]2[CH:17]=[CH:16][C:15]([C:12]3[CH:13]=[CH:14][C:9]([NH:8][C:6]([O:5][CH:1]([CH3:4])[CH3:3])=[O:7])=[C:10]([O:46][CH3:47])[CH:11]=3)=[CH:20][CH:19]=2)[CH:38]=1. The yield is 0.610. (3) The reactants are [NH2:1][C:2]1[CH:3]=[C:4]([OH:11])[C:5](=[CH:9][CH:10]=1)[C:6]([OH:8])=[O:7].[Br:12][C:13]1[C:14]([S:20](Cl)(=[O:22])=[O:21])=[C:15]([Cl:19])[S:16][C:17]=1[Cl:18].O.C([O-])([O-])=O.[Na+].[Na+]. The catalyst is O1CCOCC1.CCOC(C)=O. The product is [Br:12][C:13]1[C:14]([S:20]([NH:1][C:2]2[CH:10]=[CH:9][C:5]([C:6]([OH:8])=[O:7])=[C:4]([OH:11])[CH:3]=2)(=[O:21])=[O:22])=[C:15]([Cl:19])[S:16][C:17]=1[Cl:18]. The yield is 0.130. (4) The reactants are [C:1]([C:3]1[CH:17]=[C:16](I)[C:6]2[N:7]([C:10]3[CH:15]=[CH:14][CH:13]=[CH:12][CH:11]=3)[CH:8]=[N:9][C:5]=2[CH:4]=1)#[N:2].[CH3:19][O:20][C:21]1[CH:26]=[CH:25][C:24](B(O)O)=[CH:23][CH:22]=1.C(=O)([O-])[O-].[K+].[K+].C(NC1C=C(C2C3N(C4C=CC=CC=4)C=NC=3C=C(C#N)C=2)C=CC=1)(=O)C. The catalyst is C1C=CC([P]([Pd]([P](C2C=CC=CC=2)(C2C=CC=CC=2)C2C=CC=CC=2)([P](C2C=CC=CC=2)(C2C=CC=CC=2)C2C=CC=CC=2)[P](C2C=CC=CC=2)(C2C=CC=CC=2)C2C=CC=CC=2)(C2C=CC=CC=2)C2C=CC=CC=2)=CC=1.C(O)C.C1(C)C=CC=CC=1. The product is [C:1]([C:3]1[CH:17]=[C:16]([C:24]2[CH:25]=[CH:26][C:21]([O:20][CH3:19])=[CH:22][CH:23]=2)[C:6]2[N:7]([C:10]3[CH:15]=[CH:14][CH:13]=[CH:12][CH:11]=3)[CH:8]=[N:9][C:5]=2[CH:4]=1)#[N:2]. The yield is 0.290. (5) The reactants are [F:1][C:2]([F:26])([F:25])[C:3]1[CH:8]=[C:7]([N+:9]([O-])=O)[CH:6]=[CH:5][C:4]=1[C:12]1[CH:17]=[CH:16][C:15]([N+:18]([O-])=O)=[CH:14][C:13]=1[C:21]([F:24])([F:23])[F:22]. The catalyst is [Pd].C(OCC)(=O)C. The product is [F:1][C:2]([F:25])([F:26])[C:3]1[CH:8]=[C:7]([NH2:9])[CH:6]=[CH:5][C:4]=1[C:12]1[CH:17]=[CH:16][C:15]([NH2:18])=[CH:14][C:13]=1[C:21]([F:22])([F:23])[F:24]. The yield is 0.900.